This data is from Drug-target binding data from BindingDB using IC50 measurements. The task is: Regression. Given a target protein amino acid sequence and a drug SMILES string, predict the binding affinity score between them. We predict pIC50 (pIC50 = -log10(IC50 in M); higher means more potent). Dataset: bindingdb_ic50. (1) The small molecule is COC[C@@H]1Cc2ccccc2CN1C(=O)c1ccccc1-n1nc(C(=O)N(c2ccccc2)c2ccccc2)cc1C. The target protein (Q92934) has sequence MFQIPEFEPSEQEDSSSAERGLGPSPAGDGPSGSGKHHRQAPGLLWDASHQQEQPTSSSHHGGAGAVEIRSRHSSYPAGTEDDEGMGEEPSPFRGRSRSAPPNLWAAQRYGRELRRMSDEFVDSFKKGLPRPKSAGTATQMRQSSSWTRVFQSWWDRNLGRGSSAPSQ. The pIC50 is 5.2. (2) The small molecule is O=C1CC(c2ccc3c(c2)OCO3)CC2=C1C(c1ccncc1)Nc1ccccc1N2. The target protein (O00255) has sequence MGLKAAQKTLFPLRSIDDVVRLFAAELGREEPDLVLLSLVLGFVEHFLAVNRVIPTNVPELTFQPSPAPDPPGGLTYFPVADLSIIAALYARFTAQIRGAVDLSLYPREGGVSSRELVKKVSDVIWNSLSRSYFKDRAHIQSLFSFITGWSPVGTKLDSSGVAFAVVGACQALGLRDVHLALSEDHAWVVFGPNGEQTAEVTWHGKGNEDRRGQTVNAGVAERSWLYLKGSYMRCDRKMEVAFMVCAINPSIDLHTDSLELLQLQQKLLWLLYDLGHLERYPMALGNLADLEELEPTPGRPDPLTLYHKGIASAKTYYRDEHIYPYMYLAGYHCRNRNVREALQAWADTATVIQDYNYCREDEEIYKEFFEVANDVIPNLLKEAASLLEAGEERPGEQSQGTQSQGSALQDPECFAHLLRFYDGICKWEEGSPTPVLHVGWATFLVQSLGRFEGQVRQKVRIVSREAEAAEAEEPWGEEAREGRRRGPRRESKPEEPPPP.... The pIC50 is 3.6. (3) The drug is CCCCCOCCCCCN1C[C@H](O)[C@@H](O)[C@H](O)[C@@H]1CO. The target protein (P23780) has sequence MLRVPLCTPLPLLALLQLLGAAHGIYNVTQRTFKLDYSRDRFLKDGQPFRYISGSIHYFRIPRFYWEDRLLKMKMAGLNAIQMYVPWNFHEPQPGQYEFSGDRDVEHFIQLAHELGLLVILRPGPYICAEWDMGGLPAWLLEKQSIVLRSSDPDYLVAVDKWLAVLLPKMKPLLYQNGGPIITVQVENEYGSYFACDYDYLRFLVHRFRYHLGNDVILFTTDGASEKMLKCGTLQDLYATVDFGTGNNITQAFLVQRKFEPKGPLINSEFYTGWLDHWGKPHSTVKTKTLATSLYNLLARGANVNLYMFIGGTNFAYWNGANTPYEPQPTSYDYDAPLSEAGDLTKKYFALREVIQMFKEVPEGPIPPSTPKFAYGKVALRKFKTVAEALGILCPNGPVKSLYPLTFTQVKQYFGYVLYRTTLPQDCSNPKPIFSSPFNGVRDRAYVSVDGVPQGILDRNLMTALNIRGKAGATLDILVENMGRVNYGRFINDFKGLISN.... The pIC50 is 3.7. (4) The drug is COc1cccc2c1ncc1c(=O)n(-c3ccc4c(c3)OCO4)c(=O)n(C3CCCC3)c12. The target protein sequence is MSRNSSIASDIHGDDLIVTPFAQVLASLRTVRNNFAALTNLQDRAPSKRSPMCNQPSINKATITEEAYQKLASETLEELDWCLDQLETLQTRHSVSEMASNKFKRMLNRELTHLSEMSRSGNQVSEFISNTFLDKQHEVEIPSPTQKEKEKKKRPMSQISGVKKLMHSSSLTNSSIPRFGVKTEQEDVLAKELEDVNKWGLHVFRIAELSGNRPLTVIMHTIFQERDLLKTFKIPVDTLITYLMTLEDHYHADVAYHNNIHAADVVQSTHVLLSTPALEAVFTDLEILAAIFASAIHDVDHPGVSNQFLINTNSELALMYNDSSVLENHHLAVGFKLLQEENCDIFQNLTKKQRQSLRKMVIDIVLATDMSKHMNLLADLKTMVETKKVTSSGVLLLDNYSDRIQVLQNMVHCADLSNPTKPLQLYRQWTDRIMEEFFRQGDRERERGMEISPMCDKHNASVEKSQVGFIDYIVHPLWETWADLVHPDAQDILDTLEDNR.... The pIC50 is 6.1. (5) The compound is CCOC(=O)ON(C(=O)OCC)S(C)(=O)=O. The pIC50 is 4.5. The target protein (P51647) has sequence MSSPAQPAVPAPLANLKIQHTKIFINNEWHDSVSGKKFPVLNPATEEVICHVEEGDKADVDKAVKAARQAFQIGSPWRTMDASERGRLLNKLADLMERDRLLLATIEAINGGKVFANAYLSDLGGSIKALKYCAGWADKIHGQTIPSDGDIFTFTRREPIGVCGQIIPWNFPLLMFIWKIGPALSCGNTVVVKPAEQTPLTALHMASLIKEAGFPPGVVNIVPGYGPTAGAAISSHMDVDKVAFTGSTQVGKLIKEAAGKSNLKRVTLELGGKSPCIVFADADLDIAVEFAHHGVFYHQGQCCVAASRIFVEESVYDEFVRKSVERAKKYVLGNPLTQGINQGPQIDKEQHDKILDLIESGKKEGAKLECGGGRWGNKGFFVQPTVFSNVTDEMRIAKEEIFGPVQQIMKFKSIDDVIKRANNTTYGLAAGVFTKDLDRAITVSSALQAGVVWVNCYMILSAQCPFGGFKMSGNGRELGEHGLYEYTELKTVAMKISQKN.... (6) The drug is Cc1noc(C)c1-c1ccc2c(c1)C(N[C@H](C)CO)(c1ccccc1)C(=O)N2. The target protein sequence is MSTATTVAPAGIPATPGPVNPPPPEVSNPSKPGRKTNQLQYMQNVVVKTLWKHQFAWPFYQPVDAIKLNLPDYHKIIKNPMDMGTIKKRLENNYYWSASECMQDFNTMFTNCYIYNKPTDDIVLMAQALEKIFLQKVAQMPQEEVELLPPAPKGKGRKPAAGAQSAGTQQVAAVSSVSPATPFQSVPPTVSQTPVIAATPVPTITANVTSVPVPPAAAPPPPATPIVPVVPPTPPVVKKKGVKRKADTTTPTTSAITASRSESPPPLSDPKQAKVVARRESGGRPIKPPKKDLEDGEVPQHAGKKGKLSEHLRYCDSILREMLSKKHAAYAWPFYKPVDAEALELHDYHDIIKHPMDLSTVKRKMDGREYPDAQGFAADVRLMFSNCYKYNPPDHEVVAMARKLQDVFEMRFAKMPDEPVEAPALPAPAAPMVSK. The pIC50 is 7.6. (7) The drug is O=C(/C=C/c1ccccc1)Oc1ccccc1. The target protein sequence is MPHVENASETYIPGRLDGKVALVTGSGRGIGAAVAVHLGRLGAKVVVNYANSTKDAEKVVSEIKALGSDAIAIKADIRQVPEIVKLFDQAVAHFGHLDIAVSNSGVVSFGHLKDVTEEEFDRVFSLNTRGQFFVAREAYRHLTEGGRIVLTSSNTSKDFSVPKHSLYSGSKGAVDSFVRIFSKDCGDKKITVNAVAPGGTVTDMFHEVSHHYIPNGTSYTAEQRQQMAAHASPLHRNGWPQDVANVVGFLVSKEGEWVNGKVLTLDGGAA. The pIC50 is 3.7. (8) The small molecule is O=C(CN1C(=O)[C@@H](COC(=O)Nc2ccc(F)cc2F)N=C(c2ccccc2)c2ccccc21)N[C@H]1CC(=O)OC1O. The target protein sequence is QINYDAVIKKYKGNENFDHAAYDWRLHSGVTPVKDQKNCGSCWAFSSIGSVESQYAIRKNKLITLSEQELVDCSFKNYGCNGGLINNAFEDMIELGGICTDDDYPYVSDAPNLCNIDRCTEKYGIKNYLSVPDNKLKEALRFLGPISISIAVSDDFPFYKEGIFDGECGDELNHAVMLVGFGMKEIVNPLTKKGEKHYYYIIKNSWGQQWGERGFINIETDESGLMRKCGLGTDAFIPLIE. The pIC50 is 4.8. (9) The pIC50 is 3.7. The target protein (Q3UVX5) has sequence MVLLLILSVLLLKEDVRGSAQSSERRVVAHMPGDIIIGALFSVHHQPTVDKVHERKCGAVREQYGIQRVEAMLHTLERINSDPTLLPNITLGCEIRDSCWHSAVALEQSIEFIRDSLISSEEEEGLVRCVDGSSSFRSKKPIVGVIGPGSSSVAIQVQNLLQLFNIPQIAYSATSMDLSDKTLFKYFMRVVPSDAQQARAMVDIVKRYNWTYVSAVHTEGNYGESGMEAFKDMSAKEGICIAHSYKIYSNAGEQSFDKLLKKLRSHLPKARVVACFCEGMTVRGLLMAMRRLGLAGEFLLLGSDGWADRYDVTDGYQREAVGGITIKLQSPDVKWFDDYYLKLRPETNLRNPWFQEFWQHRFQCRLEGFAQENSKYNKTCNSSLTLRTHHVQDSKMGFVINAIYSMAYGLHNMQMSLCPGYAGLCDAMKPIDGRKLLDSLMKTNFTGVSGDMILFDENGDSPGRYEIMNFKEMGKDYFDYINVGSWDNGELKMDDDEVWS.... The small molecule is CN(C(=O)c1cccc(Cl)c1)c1nc2ccccc2[nH]1. (10) The compound is CC(CCc1ccc(-c2ccc(O)cc2)c(F)c1)(C(=O)NO)S(C)(=O)=O. The target protein (P47205) has sequence MIKQRTLKNIIRATGVGLHSGEKVYLTLKPAPVDTGIVFCRTDLDPVVEIPARAENVGETTMSTTLVKGDVKVDTVEHLLSAMAGLGIDNAYVELSASEVPIMDGSAGPFVFLIQSAGLQEQEAAKKFIRIKREVSVEEGDKRAVFVPFDGFKVSFEIDFDHPVFRGRTQQASVDFSSTSFVKEVSRARTFGFMRDIEYLRSQNLALGGSVENAIVVDENRVLNEDGLRYEDEFVKHKILDAIGDLYLLGNSLIGEFRGFKSGHALNNQLLRTLIADKDAWEVVTFEDARTAPISYMRPAAAV. The pIC50 is 9.4.